This data is from Reaction yield outcomes from USPTO patents with 853,638 reactions. The task is: Predict the reaction yield, written as a fraction of the theoretical maximum amount of product (1.0 means a 100% yield; for example, 0.34 means a 34% yield). (1) The catalyst is C(Cl)Cl. The reactants are [F:1][C:2]1[CH:16]=[CH:15][C:5]([CH2:6][S:7]([CH2:9][C:10]([O:12][CH2:13][CH3:14])=[O:11])=[O:8])=[CH:4][CH:3]=1.C1C=C(Cl)C=C(C(OO)=[O:25])C=1. The product is [F:1][C:2]1[CH:16]=[CH:15][C:5]([CH2:6][S:7]([CH2:9][C:10]([O:12][CH2:13][CH3:14])=[O:11])(=[O:25])=[O:8])=[CH:4][CH:3]=1. The yield is 0.910. (2) The reactants are [CH3:1][N:2]1[CH2:7][CH2:6][N:5]([CH2:8][C:9]2[CH:14]=[C:13]([C:15]([F:18])([F:17])[F:16])[CH:12]=[C:11]([N+:19]([O-])=O)[CH:10]=2)[CH2:4][CH2:3]1. The catalyst is CCOC(C)=O.[Pd]. The product is [CH3:1][N:2]1[CH2:7][CH2:6][N:5]([CH2:8][C:9]2[CH:10]=[C:11]([CH:12]=[C:13]([C:15]([F:18])([F:16])[F:17])[CH:14]=2)[NH2:19])[CH2:4][CH2:3]1. The yield is 0.900. (3) The reactants are [CH:1]#[C:2][CH2:3][CH2:4][CH2:5][CH2:6][CH2:7][CH3:8].[I:9]I. The catalyst is C1COCC1. The product is [I:9]/[CH:1]=[CH:2]/[CH2:3][CH2:4][CH2:5][CH2:6][CH2:7][CH3:8]. The yield is 0.910. (4) The reactants are Cl.[NH2:2][CH2:3][C:4]1[CH:5]=[C:6]2[C:10](=[CH:11][CH:12]=1)[C:9](=[O:13])[N:8]([CH:14]1[CH2:19][CH2:18][C:17](=[O:20])[NH:16][C:15]1=[O:21])[CH2:7]2.[F:22][C:23]1[CH:24]=[C:25]([C:30]([F:35])([F:34])[C:31](O)=[O:32])[CH:26]=[CH:27][C:28]=1[F:29].F[P-](F)(F)(F)(F)F.CN(C(N(C)C)=[N+]1C2C(=NC=CC=2)[N+]([O-])=N1)C.C(N(C(C)C)CC)(C)C. The catalyst is CN(C)C=O.O. The product is [F:22][C:23]1[CH:24]=[C:25]([C:30]([F:35])([F:34])[C:31]([NH:2][CH2:3][C:4]2[CH:5]=[C:6]3[C:10](=[CH:11][CH:12]=2)[C:9](=[O:13])[N:8]([CH:14]2[CH2:19][CH2:18][C:17](=[O:20])[NH:16][C:15]2=[O:21])[CH2:7]3)=[O:32])[CH:26]=[CH:27][C:28]=1[F:29]. The yield is 0.170. (5) The reactants are [Br:1][C:2]1[N:7]=[C:6]([NH2:8])[C:5]([CH3:9])=[CH:4][CH:3]=1.Cl[CH2:11][CH:12]=O. No catalyst specified. The product is [Br:1][C:2]1[N:7]2[CH:11]=[CH:12][N:8]=[C:6]2[C:5]([CH3:9])=[CH:4][CH:3]=1. The yield is 0.950. (6) The reactants are [Br:1][C:2]1[CH:9]=[C:8]([Br:10])[CH:7]=[C:4]([CH:5]=[O:6])[C:3]=1[OH:11].[CH3:12]N(C)C=O.C(=O)([O-])[O-].[K+].[K+].CI. The catalyst is O.C(OCC)(=O)C. The product is [Br:1][C:2]1[C:3]([O:11][CH3:12])=[C:4]([CH:7]=[C:8]([Br:10])[CH:9]=1)[CH:5]=[O:6]. The yield is 0.650. (7) The reactants are B.C1COCC1.[Cl:7][C:8]1[S:12][C:11]([S:13]([NH:16][C@H:17]([C:24](O)=[O:25])[CH2:18][CH2:19][C:20]([F:23])([F:22])[F:21])(=[O:15])=[O:14])=[CH:10][CH:9]=1. The catalyst is C1COCC1. The product is [Cl:7][C:8]1[S:12][C:11]([S:13]([NH:16][CH:17]([CH2:24][OH:25])[CH2:18][CH2:19][C:20]([F:21])([F:22])[F:23])(=[O:15])=[O:14])=[CH:10][CH:9]=1. The yield is 0.480.